Task: Predict which catalyst facilitates the given reaction.. Dataset: Catalyst prediction with 721,799 reactions and 888 catalyst types from USPTO Reactant: [Br:1][C:2]1[CH:7]=[CH:6][C:5]([OH:8])=[CH:4][CH:3]=1.[CH3:9][S:10][CH2:11][CH2:12][CH2:13]O.C(P(CCCC)CCCC)CCC.N(C(N1CCCCC1)=O)=NC(N1CCCCC1)=O. Product: [Br:1][C:2]1[CH:7]=[CH:6][C:5]([O:8][CH2:13][CH2:12][CH2:11][S:10][CH3:9])=[CH:4][CH:3]=1. The catalyst class is: 7.